This data is from Full USPTO retrosynthesis dataset with 1.9M reactions from patents (1976-2016). The task is: Predict the reactants needed to synthesize the given product. (1) Given the product [Cl:9][C:6]1[CH:5]=[C:4]([C:10]2([C:24]([F:26])([F:25])[F:27])[CH2:14][C:13]([C:15]3[CH:16]=[CH:17][C:18]([C@@H:21]([NH:23][C:38]([CH:35]4[CH2:37][CH2:36]4)=[O:39])[CH3:22])=[CH:19][CH:20]=3)=[CH:12][O:11]2)[CH:3]=[C:2]([Cl:1])[C:7]=1[Cl:8], predict the reactants needed to synthesize it. The reactants are: [Cl:1][C:2]1[CH:3]=[C:4]([C:10]2([C:24]([F:27])([F:26])[F:25])[CH2:14][C:13]([C:15]3[CH:20]=[CH:19][C:18]([C@@H:21]([NH2:23])[CH3:22])=[CH:17][CH:16]=3)=[CH:12][O:11]2)[CH:5]=[C:6]([Cl:9])[C:7]=1[Cl:8].CCN(CC)CC.[CH:35]1([C:38](Cl)=[O:39])[CH2:37][CH2:36]1. (2) Given the product [C:4]1([N:7]([C:8]2[CH:13]=[CH:12][CH:11]=[CH:10][CH:9]=2)[C:14]2[CH:19]=[CH:18][C:17]([NH:21][C:22]3[CH:27]=[CH:26][CH:25]=[CH:24][CH:23]=3)=[CH:16][CH:15]=2)[CH:5]=[CH:6][CH:1]=[CH:2][CH:3]=1, predict the reactants needed to synthesize it. The reactants are: [CH:1]1[CH:6]=[CH:5][C:4]([N:7]([C:14]2[CH:19]=[CH:18][C:17](Br)=[CH:16][CH:15]=2)[C:8]2[CH:13]=[CH:12][CH:11]=[CH:10][CH:9]=2)=[CH:3][CH:2]=1.[NH2:21][C:22]1[CH:27]=[CH:26][CH:25]=[CH:24][CH:23]=1.CC(C)([O-])C.[Na+]. (3) Given the product [CH:1]1([C:7]2[N:11]3[C:12]4[CH:18]=[CH:17][NH:16][C:13]=4[N:14]=[CH:15][C:10]3=[CH:9][CH:8]=2)[CH2:2][CH2:3][CH2:4][CH2:5][CH2:6]1, predict the reactants needed to synthesize it. The reactants are: [CH:1]1([C:7]2[N:11]3[C:12]4[CH:18]=[CH:17][N:16](S(C5C=CC(C)=CC=5)(=O)=O)[C:13]=4[N:14]=[CH:15][C:10]3=[CH:9][CH:8]=2)[CH2:6][CH2:5][CH2:4][CH2:3][CH2:2]1.[OH-].[Na+]. (4) The reactants are: [Br:1][C:2]1[CH:3]=[CH:4][C:5]([CH:21]([F:23])[F:22])=[C:6]2[C:10]=1[N:9]([CH3:11])[N:8]=[C:7]2[N:12](S(C)(=O)=O)[S:13]([CH3:16])(=[O:15])=[O:14].C1COCC1.CO.[Li+].[OH-]. Given the product [Br:1][C:2]1[CH:3]=[CH:4][C:5]([CH:21]([F:22])[F:23])=[C:6]2[C:10]=1[N:9]([CH3:11])[N:8]=[C:7]2[NH:12][S:13]([CH3:16])(=[O:15])=[O:14], predict the reactants needed to synthesize it. (5) Given the product [CH3:29][CH2:28][N:30]1[CH:31]([CH2:35][NH:36][C:5]([C:4]2[CH:3]=[C:11]([S:12]([CH2:26][CH3:27])(=[O:13])=[O:14])[C:10]([NH2:15])=[CH:9][C:8]=2[O:20][CH3:19])=[O:7])[CH2:32][CH2:33][CH2:34]1, predict the reactants needed to synthesize it. The reactants are: CO[CH:3]1[C:11](=[S:12](=[O:14])=[O:13])[C:10]([NH2:15])=[C:9](CC)[CH:8]=[C:4]1[C:5]([OH:7])=O.C[C:19](C)=[O:20].ClC(O[CH2:26][CH3:27])=O.[CH2:28]([N:30]1[CH2:34][CH2:33][CH2:32][CH:31]1[CH2:35][NH2:36])[CH3:29]. (6) Given the product [Cl:1][C:2]1[CH:20]=[C:19]([Cl:21])[CH:18]=[CH:17][C:3]=1[CH2:4][N:5]1[CH:9]=[C:8]([CH2:10][CH2:11][CH2:12][O:13][C:23]2[C:27]([CH2:28][CH2:29][C:30]([OH:32])=[O:31])=[CH:26][N:25]([C:35]3[CH:40]=[CH:39][CH:38]=[CH:37][CH:36]=3)[N:24]=2)[C:7]([O:14][CH2:15][CH3:16])=[N:6]1, predict the reactants needed to synthesize it. The reactants are: [Cl:1][C:2]1[CH:20]=[C:19]([Cl:21])[CH:18]=[CH:17][C:3]=1[CH2:4][N:5]1[CH:9]=[C:8]([CH2:10][CH2:11][CH2:12][OH:13])[C:7]([O:14][CH2:15][CH3:16])=[N:6]1.O[C:23]1[C:27]([CH2:28][CH2:29][C:30]([O:32]CC)=[O:31])=[CH:26][N:25]([C:35]2[CH:40]=[CH:39][CH:38]=[CH:37][CH:36]=2)[N:24]=1.C(P(CCCC)CCCC)CCC.N(C(N1CCCCC1)=O)=NC(N1CCCCC1)=O.O1CCCC1CCO.[OH-].[Na+].Cl.